This data is from Reaction yield outcomes from USPTO patents with 853,638 reactions. The task is: Predict the reaction yield, written as a fraction of the theoretical maximum amount of product (1.0 means a 100% yield; for example, 0.34 means a 34% yield). (1) The reactants are OO.[Cl:3][C:4]1[N:9]=[C:8]2[NH:10][N:11]=[C:12]([S:13][CH3:14])[C:7]2=[C:6]([O:15][CH2:16][CH3:17])[N:5]=1.[OH2:18].C(O)(=[O:21])C. No catalyst specified. The product is [Cl:3][C:4]1[N:9]=[C:8]2[NH:10][N:11]=[C:12]([S:13]([CH3:14])(=[O:21])=[O:18])[C:7]2=[C:6]([O:15][CH2:16][CH3:17])[N:5]=1. The yield is 0.490. (2) The reactants are [Br:1][C:2]1[C:11]([OH:12])=[CH:10][CH:9]=[C:8]2[C:3]=1[CH:4]=[CH:5][C:6]([C@:13]1([CH3:19])[CH2:17][O:16][C:15](=[O:18])[NH:14]1)=[CH:7]2.O1CCCC1.[C:25]([C@H:29]1[CH2:34][CH2:33][C@H:32](O)[CH2:31][CH2:30]1)([CH3:28])([CH3:27])[CH3:26].C1(P(C2C=CC=CC=2)C2C=CC=CC=2)C=CC=CC=1.N(C(OC(C)C)=O)=NC(OC(C)C)=O. No catalyst specified. The product is [Br:1][C:2]1[C:11]([O:12][C@H:32]2[CH2:33][CH2:34][C@H:29]([C:25]([CH3:28])([CH3:27])[CH3:26])[CH2:30][CH2:31]2)=[CH:10][CH:9]=[C:8]2[C:3]=1[CH:4]=[CH:5][C:6]([C@:13]1([CH3:19])[CH2:17][O:16][C:15](=[O:18])[NH:14]1)=[CH:7]2. The yield is 0.450. (3) The reactants are Cl[C:2]1[CH:7]=[C:6]([O:8][C:9]2[C:14]([F:15])=[CH:13][C:12]([NH:16][C:17]([C:19]3([C:22]([NH:24][C:25]4[CH:30]=[CH:29][C:28]([F:31])=[CH:27][CH:26]=4)=[O:23])[CH2:21][CH2:20]3)=[O:18])=[C:11]([F:32])[CH:10]=2)[CH:5]=[CH:4][N:3]=1.[CH3:33][C:34]([CH3:39])([CH3:38])[C:35]([NH2:37])=[O:36].CC1(C)C2C(=C(P(C3C=CC=CC=3)C3C=CC=CC=3)C=CC=2)OC2C(P(C3C=CC=CC=3)C3C=CC=CC=3)=CC=CC1=2.C(=O)([O-])[O-].[Cs+].[Cs+]. The yield is 0.400. The product is [F:32][C:11]1[CH:10]=[C:9]([O:8][C:6]2[CH:5]=[CH:4][N:3]=[C:2]([NH:37][C:35](=[O:36])[C:34]([CH3:39])([CH3:38])[CH3:33])[CH:7]=2)[C:14]([F:15])=[CH:13][C:12]=1[NH:16][C:17]([C:19]1([C:22]([NH:24][C:25]2[CH:30]=[CH:29][C:28]([F:31])=[CH:27][CH:26]=2)=[O:23])[CH2:21][CH2:20]1)=[O:18]. The catalyst is O1CCOCC1.CC([O-])=O.CC([O-])=O.[Pd+2]. (4) The reactants are Br[C:2]1[C:10]2[O:9][CH2:8][CH:7]([C:11]3[CH:16]=[CH:15][C:14]([CH:17]([CH3:19])[CH3:18])=[CH:13][CH:12]=3)[C:6]=2[C:5]([CH3:20])=[C:4]([NH:21][C:22](=[O:28])[CH2:23][C:24]([CH3:27])([CH3:26])[CH3:25])[C:3]=1[CH3:29].C(OC([N:37]1[CH:41]=[CH:40][CH:39]=[C:38]1B(O)O)=O)(C)(C)C. No catalyst specified. The product is [NH:37]1[CH:41]=[CH:40][CH:39]=[C:38]1[C:2]1[C:10]2[O:9][CH2:8][CH:7]([C:11]3[CH:12]=[CH:13][C:14]([CH:17]([CH3:19])[CH3:18])=[CH:15][CH:16]=3)[C:6]=2[C:5]([CH3:20])=[C:4]([NH:21][C:22](=[O:28])[CH2:23][C:24]([CH3:27])([CH3:25])[CH3:26])[C:3]=1[CH3:29]. The yield is 0.190. (5) The reactants are [CH2:1]([O:8][C:9]1[C:25]([O:26][CH3:27])=[CH:24][C:12]2[CH:13]=[C:14]3[C:19](=[CH:20][C:11]=2[CH:10]=1)[N:18]=[CH:17][C:16]([C:21]#[N:22])=[C:15]3Cl)[C:2]1[CH:7]=[CH:6][CH:5]=[CH:4][CH:3]=1.[Cl:28][C:29]1[CH:35]=[C:34]([F:36])[C:33]([O:37][CH3:38])=[CH:32][C:30]=1[NH2:31].C1(P(C2CCCCC2)C2C=CC=CC=2C2C=CC=CC=2N(C)C)CCCCC1.[O-]P([O-])([O-])=O.[K+].[K+].[K+]. The catalyst is COCCOC.C1C=CC(/C=C/C(/C=C/C2C=CC=CC=2)=O)=CC=1.C1C=CC(/C=C/C(/C=C/C2C=CC=CC=2)=O)=CC=1.C1C=CC(/C=C/C(/C=C/C2C=CC=CC=2)=O)=CC=1.[Pd].[Pd]. The product is [CH2:1]([O:8][C:9]1[C:25]([O:26][CH3:27])=[CH:24][C:12]2[CH:13]=[C:14]3[C:19](=[CH:20][C:11]=2[CH:10]=1)[N:18]=[CH:17][C:16]([C:21]#[N:22])=[C:15]3[NH:31][C:30]1[CH:32]=[C:33]([O:37][CH3:38])[C:34]([F:36])=[CH:35][C:29]=1[Cl:28])[C:2]1[CH:7]=[CH:6][CH:5]=[CH:4][CH:3]=1. The yield is 0.360. (6) The reactants are [CH3:1][C:2]1([CH3:12])[CH2:7][CH2:6][CH2:5][C:4]([CH:8]([OH:11])[CH:9]=[CH2:10])=[CH:3]1.CC(OI1(OC(C)=O)(OC(C)=O)OC(=O)C2C=CC=CC1=2)=O. The catalyst is ClCCl. The product is [CH3:1][C:2]1([CH3:12])[CH2:7][CH2:6][CH2:5][C:4]([C:8](=[O:11])[CH:9]=[CH2:10])=[CH:3]1. The yield is 0.250.